This data is from hERG Central: cardiac toxicity at 1µM, 10µM, and general inhibition. The task is: Predict hERG channel inhibition at various concentrations. (1) The molecule is COc1ccc(CN2CCCC(C(=O)c3cccc(C(F)(F)F)c3)C2)cc1O. Results: hERG_inhib (hERG inhibition (general)): blocker. (2) Results: hERG_inhib (hERG inhibition (general)): blocker. The molecule is COc1ccc(CNc2ncc(-c3ccc(F)cc3)n2C)cc1OC.O=C(O)C(=O)O. (3) The compound is CCNC(=O)/C(=C\c1ccc2c(c1)OCO2)NC(=O)c1ccc(Br)cc1. Results: hERG_inhib (hERG inhibition (general)): blocker. (4) The drug is Cc1c(C)c2ccc(OS(C)(=O)=O)cc2oc1=O. Results: hERG_inhib (hERG inhibition (general)): blocker. (5) The drug is O=C(c1ccc2nc[nH]c2c1)N1CCN(c2ncc(C(F)(F)F)cc2Cl)CC1. Results: hERG_inhib (hERG inhibition (general)): blocker. (6) The drug is CCN(CC(=O)NCc1ccc(Cl)cc1)C(=O)c1oc2ccccc2c1C. Results: hERG_inhib (hERG inhibition (general)): blocker. (7) The molecule is Cc1nc2sccn2c(=O)c1CCN1CCC(=C(c2ccc(F)cc2)c2ccc(F)cc2)CC1. Results: hERG_inhib (hERG inhibition (general)): blocker.